From a dataset of M1 muscarinic receptor agonist screen with 61,833 compounds. Binary Classification. Given a drug SMILES string, predict its activity (active/inactive) in a high-throughput screening assay against a specified biological target. (1) The compound is S(CC(=O)N1CCCc2c1cccc2)c1n(c2c(n1)cccc2)CC(=O)NC(C)C. The result is 0 (inactive). (2) The compound is S(c1nn2c(nnc2cc1)c1cccnc1)Cc1oc(cc1)C(OC)=O. The result is 0 (inactive). (3) The compound is Clc1ccc(Cc2oc(SCC(=O)Nc3c(cccc3)C(OC)=O)nn2)cc1. The result is 0 (inactive).